Dataset: NCI-60 drug combinations with 297,098 pairs across 59 cell lines. Task: Regression. Given two drug SMILES strings and cell line genomic features, predict the synergy score measuring deviation from expected non-interaction effect. (1) Drug 1: CC(C1=C(C=CC(=C1Cl)F)Cl)OC2=C(N=CC(=C2)C3=CN(N=C3)C4CCNCC4)N. Drug 2: C1CNP(=O)(OC1)N(CCCl)CCCl. Cell line: NCI-H522. Synergy scores: CSS=2.77, Synergy_ZIP=0.417, Synergy_Bliss=2.18, Synergy_Loewe=-4.04, Synergy_HSA=0.734. (2) Drug 1: CCCCCOC(=O)NC1=NC(=O)N(C=C1F)C2C(C(C(O2)C)O)O. Drug 2: C1=NC(=NC(=O)N1C2C(C(C(O2)CO)O)O)N. Cell line: A498. Synergy scores: CSS=0.315, Synergy_ZIP=-5.10, Synergy_Bliss=-7.71, Synergy_Loewe=-28.5, Synergy_HSA=-11.0. (3) Drug 1: C1=CN(C=N1)CC(O)(P(=O)(O)O)P(=O)(O)O. Cell line: MOLT-4. Drug 2: C1CC(=O)NC(=O)C1N2C(=O)C3=CC=CC=C3C2=O. Synergy scores: CSS=-9.06, Synergy_ZIP=2.41, Synergy_Bliss=-2.81, Synergy_Loewe=-11.9, Synergy_HSA=-11.0. (4) Drug 1: COC1=CC(=CC(=C1O)OC)C2C3C(COC3=O)C(C4=CC5=C(C=C24)OCO5)OC6C(C(C7C(O6)COC(O7)C8=CC=CS8)O)O. Drug 2: C1=CC=C(C=C1)NC(=O)CCCCCCC(=O)NO. Cell line: U251. Synergy scores: CSS=57.0, Synergy_ZIP=1.70, Synergy_Bliss=4.67, Synergy_Loewe=1.42, Synergy_HSA=7.43. (5) Drug 1: CC12CCC(CC1=CCC3C2CCC4(C3CC=C4C5=CN=CC=C5)C)O. Drug 2: C1C(C(OC1N2C=NC3=C(N=C(N=C32)Cl)N)CO)O. Cell line: BT-549. Synergy scores: CSS=16.0, Synergy_ZIP=-4.07, Synergy_Bliss=-0.652, Synergy_Loewe=-22.0, Synergy_HSA=-0.828.